This data is from Reaction yield outcomes from USPTO patents with 853,638 reactions. The task is: Predict the reaction yield, written as a fraction of the theoretical maximum amount of product (1.0 means a 100% yield; for example, 0.34 means a 34% yield). (1) The catalyst is C1(C)C=CC=CC=1. The reactants are COC(=O)[C:4]1[CH:9]=[CH:8][C:7]([Cl:10])=[CH:6][C:5]=1[N:11](C(OC(C)(C)C)=O)[CH2:12][CH2:13][CH2:14][C:15]([O:17]C)=O.CC(C)([O-])C.[K+]. The product is [Cl:10][C:7]1[CH:8]=[CH:9][C:4]2[C:15](=[O:17])[CH2:14][CH2:13][CH2:12][NH:11][C:5]=2[CH:6]=1. The yield is 0.650. (2) The reactants are [Cl:1][C:2]1[CH:8]=[CH:7][C:5]([NH2:6])=[C:4]([C:9]2[CH:14]=[C:13]([O:15][CH3:16])[N:12]=[CH:11][N:10]=2)[CH:3]=1.Cl[C:18]1C(C)=C(OC)N=CN=1. No catalyst specified. The product is [Cl:1][C:2]1[CH:8]=[CH:7][C:5]([NH2:6])=[C:4]([C:9]2[C:14]([CH3:18])=[C:13]([O:15][CH3:16])[N:12]=[CH:11][N:10]=2)[CH:3]=1. The yield is 0.730. (3) The product is [C:1]([O:5][C:6]([N:8]1[CH:12]([C:13]2[CH:18]=[CH:17][C:16]([NH:32][C:30]([NH:29][C:26]3[CH:27]=[CH:28][C:23]([Cl:22])=[CH:24][CH:25]=3)=[O:31])=[CH:15][CH:14]=2)[CH2:11][O:10][C:9]1([CH3:21])[CH3:20])=[O:7])([CH3:4])([CH3:3])[CH3:2]. The reactants are [C:1]([O:5][C:6]([N:8]1[CH:12]([C:13]2[CH:18]=[CH:17][C:16](I)=[CH:15][CH:14]=2)[CH2:11][O:10][C:9]1([CH3:21])[CH3:20])=[O:7])([CH3:4])([CH3:3])[CH3:2].[Cl:22][C:23]1[CH:28]=[CH:27][C:26]([NH:29][C:30]([NH2:32])=[O:31])=[CH:25][CH:24]=1.[F-].[K+].C(NCCNCC1C=CC=CC=1)C1C=CC=CC=1. The yield is 0.140. The catalyst is C1COCC1.[Cu]I.